Dataset: Full USPTO retrosynthesis dataset with 1.9M reactions from patents (1976-2016). Task: Predict the reactants needed to synthesize the given product. (1) Given the product [Cl:3][C:4]1[CH:9]=[CH:8][N:7]=[C:6]2[N:10]([S:20]([C:17]3[CH:18]=[CH:19][C:14]([CH3:24])=[CH:15][CH:16]=3)(=[O:22])=[O:21])[CH:11]=[C:12]([I:13])[C:5]=12, predict the reactants needed to synthesize it. The reactants are: [H-].[Na+].[Cl:3][C:4]1[CH:9]=[CH:8][N:7]=[C:6]2[NH:10][CH:11]=[C:12]([I:13])[C:5]=12.[C:14]1([CH3:24])[CH:19]=[CH:18][C:17]([S:20](Cl)(=[O:22])=[O:21])=[CH:16][CH:15]=1.C(=O)(O)[O-].[Na+]. (2) Given the product [I:12][C:3]1[CH:4]=[N:5][C:6]2[C:11]([C:2]=1[S:19][CH:18]1[CH2:17][CH2:16][O:15][CH:14]1[CH3:13])=[CH:10][CH:9]=[CH:8][CH:7]=2, predict the reactants needed to synthesize it. The reactants are: Cl[C:2]1[C:11]2[C:6](=[CH:7][CH:8]=[CH:9][CH:10]=2)[N:5]=[CH:4][C:3]=1[I:12].[CH3:13][CH:14]1[CH:18]([SH:19])[CH2:17][CH2:16][O:15]1.C(=O)([O-])[O-].[Cs+].[Cs+]. (3) The reactants are: [Li+].[F:2][C:3]([F:23])([F:22])[C:4]1[CH:9]=[CH:8][C:7]([N:10]2[CH2:15][CH2:14][N:13]([CH2:16][CH2:17][CH2:18][C:19]([O-:21])=O)[CH2:12][CH2:11]2)=[CH:6][CH:5]=1.C(N(C(C)C)CC)(C)C.F[P-](F)(F)(F)(F)F.CN(C)C(ON1C2C=CC=CC=2N=N1)=[N+](C)C.Cl.[CH3:58][C:59]1[N:64]=[C:63]([NH:65][CH:66]2[CH2:71][CH2:70][NH:69][CH2:68][CH2:67]2)[CH:62]=[CH:61][C:60]=1[N+:72]([O-:74])=[O:73]. Given the product [CH3:58][C:59]1[N:64]=[C:63]([NH:65][CH:66]2[CH2:67][CH2:68][N:69]([C:19](=[O:21])[CH2:18][CH2:17][CH2:16][N:13]3[CH2:12][CH2:11][N:10]([C:7]4[CH:6]=[CH:5][C:4]([C:3]([F:22])([F:2])[F:23])=[CH:9][CH:8]=4)[CH2:15][CH2:14]3)[CH2:70][CH2:71]2)[CH:62]=[CH:61][C:60]=1[N+:72]([O-:74])=[O:73], predict the reactants needed to synthesize it. (4) Given the product [CH2:24]([C:21]1[CH:22]=[CH:23][C:18]([O:17][C@@H:15]([CH3:16])[CH2:14][CH2:13][O:12][C:9]2[CH:10]=[CH:11][C:6]([CH2:5][CH2:4][C:3]([OH:32])=[O:2])=[C:7]([CH3:31])[CH:8]=2)=[C:19]([C:26]2[S:27][CH:28]=[CH:29][CH:30]=2)[CH:20]=1)[CH3:25], predict the reactants needed to synthesize it. The reactants are: C[O:2][C:3](=[O:32])[CH2:4][CH2:5][C:6]1[CH:11]=[CH:10][C:9]([O:12][CH2:13][CH2:14][C@@H:15]([O:17][C:18]2[CH:23]=[CH:22][C:21]([CH2:24][CH3:25])=[CH:20][C:19]=2[C:26]2[S:27][CH:28]=[CH:29][CH:30]=2)[CH3:16])=[CH:8][C:7]=1[CH3:31]. (5) Given the product [CH2:1]([N:8]1[CH:12]=[C:11]([CH2:13][CH2:14][CH2:15][CH:16]=[O:17])[N:10]=[N:9]1)[C:2]1[CH:7]=[CH:6][CH:5]=[CH:4][CH:3]=1, predict the reactants needed to synthesize it. The reactants are: [CH2:1]([N:8]1[CH:12]=[C:11]([CH2:13][CH2:14][CH2:15][CH2:16][OH:17])[N:10]=[N:9]1)[C:2]1[CH:7]=[CH:6][CH:5]=[CH:4][CH:3]=1.CC(OI1(OC(C)=O)(OC(C)=O)OC(=O)C2C=CC=CC1=2)=O. (6) Given the product [CH3:14][O:15][C:16]1[CH:22]=[CH:21][C:19]([N:20]([CH2:2][C:3]2[C:12]3[C:7](=[CH:8][CH:9]=[CH:10][CH:11]=3)[NH:6][C:5](=[O:13])[CH:4]=2)[C:28]([C:24]2[O:23][CH:27]=[CH:26][CH:25]=2)=[O:29])=[CH:18][CH:17]=1, predict the reactants needed to synthesize it. The reactants are: Br[CH2:2][C:3]1[C:12]2[C:7](=[CH:8][CH:9]=[CH:10][CH:11]=2)[NH:6][C:5](=[O:13])[CH:4]=1.[CH3:14][O:15][C:16]1[CH:22]=[CH:21][C:19]([NH2:20])=[CH:18][CH:17]=1.[O:23]1[CH:27]=[CH:26][CH:25]=[C:24]1[C:28](Cl)=[O:29]. (7) The reactants are: [Br:1][C:2]1[CH:3]=[N:4][C:5]([O:8]N2C3=NC=CC=C3N=N2)=[N:6][CH:7]=1.[N:18]1[CH:23]=[CH:22][CH:21]=[C:20](B(O)O)[CH:19]=1.C([O-])([O-])=O.[Cs+].[Cs+]. Given the product [Br:1][C:2]1[CH:7]=[N:6][C:5]([O:8][C:20]2[CH:19]=[N:18][CH:23]=[CH:22][CH:21]=2)=[N:4][CH:3]=1, predict the reactants needed to synthesize it.